From a dataset of Peptide-MHC class II binding affinity with 134,281 pairs from IEDB. Regression. Given a peptide amino acid sequence and an MHC pseudo amino acid sequence, predict their binding affinity value. This is MHC class II binding data. (1) The peptide sequence is YAFVGVMYNLWKMKTK. The MHC is DRB1_0901 with pseudo-sequence DRB1_0901. The binding affinity (normalized) is 0.661. (2) The peptide sequence is PPAGTRKIMKVVNRW. The MHC is HLA-DQA10601-DQB10402 with pseudo-sequence HLA-DQA10601-DQB10402. The binding affinity (normalized) is 0.512.